Dataset: Full USPTO retrosynthesis dataset with 1.9M reactions from patents (1976-2016). Task: Predict the reactants needed to synthesize the given product. (1) Given the product [CH2:8]([O:15][N:16]1[C:20]([CH:21]([NH:27][S:34]([C:32]2[S:33][C:29]([Cl:28])=[CH:30][CH:31]=2)(=[O:36])=[O:35])[CH:22]([CH2:25][CH3:26])[CH2:23][CH3:24])=[CH:19][CH:18]=[N:17]1)[C:9]1[CH:14]=[CH:13][CH:12]=[CH:11][CH:10]=1, predict the reactants needed to synthesize it. The reactants are: C(N(CC)CC)C.[CH2:8]([O:15][N:16]1[C:20]([CH:21]([NH2:27])[CH:22]([CH2:25][CH3:26])[CH2:23][CH3:24])=[CH:19][CH:18]=[N:17]1)[C:9]1[CH:14]=[CH:13][CH:12]=[CH:11][CH:10]=1.[Cl:28][C:29]1[S:33][C:32]([S:34](Cl)(=[O:36])=[O:35])=[CH:31][CH:30]=1.C([O-])(O)=O.[Na+]. (2) Given the product [CH3:32][C:30]1[N:31]=[C:26]([NH:7][C:6]2[N:2]([CH3:1])[N:3]=[C:4]([C:12]([F:17])([F:18])[C:13]([F:15])([F:14])[F:16])[C:5]=2[C:8]([F:10])([F:9])[F:11])[CH:27]=[CH:28][C:29]=1[N+:33]([O-:35])=[O:34], predict the reactants needed to synthesize it. The reactants are: [CH3:1][N:2]1[C:6]([NH2:7])=[C:5]([C:8]([F:11])([F:10])[F:9])[C:4]([C:12]([F:18])([F:17])[C:13]([F:16])([F:15])[F:14])=[N:3]1.C(=O)([O-])[O-].[Cs+].[Cs+].Cl[C:26]1[N:31]=[C:30]([CH3:32])[C:29]([N+:33]([O-:35])=[O:34])=[CH:28][CH:27]=1. (3) Given the product [Br:1][C:2]1[CH:3]=[CH:4][C:5](=[O:22])[N:6]([CH2:10][CH2:11][C:12]2[CH:21]=[CH:20][C:15]([C:16]([O:18][CH3:19])=[O:17])=[CH:14][CH:13]=2)[C:7]=1[CH2:8][N:32]1[C:33]2[C:29](=[CH:28][CH:27]=[CH:26][C:25]=2[CH2:23][CH3:24])[CH2:30][CH2:31]1, predict the reactants needed to synthesize it. The reactants are: [Br:1][C:2]1[CH:3]=[CH:4][C:5](=[O:22])[N:6]([CH2:10][CH2:11][C:12]2[CH:21]=[CH:20][C:15]([C:16]([O:18][CH3:19])=[O:17])=[CH:14][CH:13]=2)[C:7]=1[CH2:8]Br.[CH2:23]([C:25]1[CH:26]=[CH:27][CH:28]=[C:29]2[C:33]=1[NH:32][CH2:31][CH2:30]2)[CH3:24].C(OCC)(=O)C.O. (4) The reactants are: Br[C:2]1[C:3]([N:17]2[C:21]([CH3:22])=[CH:20][C:19]([C:23]([F:26])([F:25])[F:24])=[N:18]2)=[N:4][C:5]([NH:8][C:9]2[CH:14]=[C:13]([CH3:15])[CH:12]=[C:11]([CH3:16])[CH:10]=2)=[N:6][CH:7]=1.[O:27]=[S:28]1(=[O:41])[C:32]2[CH:33]=[CH:34][C:35](B(O)O)=[CH:36][C:31]=2[C:30](=[O:40])[NH:29]1.C(Cl)Cl.C(=O)([O-])[O-].[Na+].[Na+]. Given the product [CH3:16][C:11]1[CH:10]=[C:9]([NH:8][C:5]2[N:4]=[C:3]([N:17]3[C:21]([CH3:22])=[CH:20][C:19]([C:23]([F:26])([F:25])[F:24])=[N:18]3)[C:2]([C:35]3[CH:34]=[CH:33][C:32]4[S:28](=[O:41])(=[O:27])[NH:29][C:30](=[O:40])[C:31]=4[CH:36]=3)=[CH:7][N:6]=2)[CH:14]=[C:13]([CH3:15])[CH:12]=1, predict the reactants needed to synthesize it. (5) Given the product [CH3:1][O:2][C:3]([C:5]1[C:6]([C:24]#[C:25][CH2:26][O:27][CH3:28])=[N:7][C:8]([N:12]2[CH2:17][CH2:16][O:15][CH2:14][CH2:13]2)=[CH:9][C:10]=1[CH3:11])=[O:4], predict the reactants needed to synthesize it. The reactants are: [CH3:1][O:2][C:3]([C:5]1[C:6](Cl)=[N:7][C:8]([N:12]2[CH2:17][CH2:16][O:15][CH2:14][CH2:13]2)=[CH:9][C:10]=1[CH3:11])=[O:4].C([Sn](CCCC)(CCCC)[C:24]#[C:25][CH2:26][O:27][CH3:28])CCC. (6) Given the product [Cl:17][C:4]1[CH:3]=[C:2]([C:21]2[CH:20]=[C:19]([F:18])[CH:24]=[C:23]([F:25])[CH:22]=2)[C:10]2[N:9]3[CH2:11][CH2:12][NH:13][C:14](=[O:15])[C:8]3=[C:7]([CH3:16])[C:6]=2[CH:5]=1, predict the reactants needed to synthesize it. The reactants are: Br[C:2]1[C:10]2[N:9]3[CH2:11][CH2:12][NH:13][C:14](=[O:15])[C:8]3=[C:7]([CH3:16])[C:6]=2[CH:5]=[C:4]([Cl:17])[CH:3]=1.[F:18][C:19]1[CH:20]=[C:21](B(O)O)[CH:22]=[C:23]([F:25])[CH:24]=1. (7) Given the product [Cl:15][C:16]1[CH:21]=[C:20]([C:22]2([C:24]([F:27])([F:26])[F:25])[O:14][N:13]=[C:2]([C:3]3[CH:11]=[CH:10][C:6]([C:7]([OH:9])=[O:8])=[C:5]([CH3:12])[CH:4]=3)[CH2:23]2)[CH:19]=[C:18]([Cl:28])[C:17]=1[F:29], predict the reactants needed to synthesize it. The reactants are: Cl[C:2](=[N:13][OH:14])[C:3]1[CH:11]=[CH:10][C:6]([C:7]([OH:9])=[O:8])=[C:5]([CH3:12])[CH:4]=1.[Cl:15][C:16]1[CH:21]=[C:20]([C:22]([C:24]([F:27])([F:26])[F:25])=[CH2:23])[CH:19]=[C:18]([Cl:28])[C:17]=1[F:29].CCN(CC)CC.CC(=O)OCC.